This data is from Forward reaction prediction with 1.9M reactions from USPTO patents (1976-2016). The task is: Predict the product of the given reaction. Given the reactants [CH3:1][O:2][C:3]1[CH:40]=[CH:39][C:6]([CH2:7][N:8]([CH2:30][C:31]2[CH:36]=[CH:35][C:34]([O:37][CH3:38])=[CH:33][CH:32]=2)[C:9]2[N:14]=[CH:13][C:12]([C:15]3[C:16]4[CH2:29][CH2:28][NH:27][C:17]=4[N:18]=[C:19]([N:21]4[CH2:26][CH2:25][O:24][CH2:23][CH2:22]4)[N:20]=3)=[CH:11][N:10]=2)=[CH:5][CH:4]=1.[CH2:41]([O:43][C:44](=[O:50])[CH2:45][CH2:46][N:47]=[C:48]=[O:49])[CH3:42], predict the reaction product. The product is: [CH2:41]([O:43][C:44](=[O:50])[CH2:45][CH2:46][NH:47][C:48]([N:27]1[C:17]2[N:18]=[C:19]([N:21]3[CH2:26][CH2:25][O:24][CH2:23][CH2:22]3)[N:20]=[C:15]([C:12]3[CH:11]=[N:10][C:9]([N:8]([CH2:7][C:6]4[CH:5]=[CH:4][C:3]([O:2][CH3:1])=[CH:40][CH:39]=4)[CH2:30][C:31]4[CH:32]=[CH:33][C:34]([O:37][CH3:38])=[CH:35][CH:36]=4)=[N:14][CH:13]=3)[C:16]=2[CH2:29][CH2:28]1)=[O:49])[CH3:42].